Dataset: Forward reaction prediction with 1.9M reactions from USPTO patents (1976-2016). Task: Predict the product of the given reaction. (1) The product is: [CH3:12][O:6][C:5](=[O:7])[C:4]1[CH:8]=[CH:9][C:10]([Cl:11])=[C:2]([Br:1])[CH:3]=1. Given the reactants [Br:1][C:2]1[CH:3]=[C:4]([CH:8]=[CH:9][C:10]=1[Cl:11])[C:5]([OH:7])=[O:6].[C:12](Cl)(=O)C, predict the reaction product. (2) The product is: [O:1]1[CH2:5][CH2:4][CH2:3][CH:2]1[C:6]1[C:14]2[C:13]([C:15]3[CH:16]=[C:17]([CH:18]=[CH:19][CH:20]=3)[NH2:21])=[N:12][CH:11]=[N:10][C:9]=2[N:8]([CH2:24][O:25][CH2:26][CH2:27][Si:28]([CH3:31])([CH3:30])[CH3:29])[CH:7]=1. Given the reactants [O:1]1[CH2:5][CH:4]=[CH:3][CH:2]1[C:6]1[C:14]2[C:13]([C:15]3[CH:20]=[CH:19][CH:18]=[C:17]([N+:21]([O-])=O)[CH:16]=3)=[N:12][CH:11]=[N:10][C:9]=2[N:8]([CH2:24][O:25][CH2:26][CH2:27][Si:28]([CH3:31])([CH3:30])[CH3:29])[CH:7]=1, predict the reaction product. (3) The product is: [CH2:6]1[O:11][CH2:7]1.[OH:34][C:2]1[CH:7]=[CH:6][C:5]([C:19]([C:16]2[CH:17]=[CH:10][C:9]([OH:11])=[CH:14][CH:15]=2)([CH3:21])[CH3:20])=[CH:4][CH:3]=1.[CH2:2]1[O:11][CH:3]1[CH3:4].[OH:47][C:2]1[CH:7]=[CH:6][C:5]([C:19]([C:16]2[CH:17]=[CH:10][C:9]([OH:11])=[CH:14][CH:15]=2)([CH3:21])[CH3:20])=[CH:4][CH:3]=1. Given the reactants N[CH2:2][CH2:3][CH2:4][CH2:5][CH2:6][CH2:7]N.[CH2:9]1[O:11][CH2:10]1.OC1C=[CH:17][C:16]([C:19](C2C=CC(O)=CC=2)([CH3:21])[CH3:20])=[CH:15][CH:14]=1.C(O)(=O)C1C=CC=C(C(O)=[O:34])C=1.C(O)(=O)C1C=CC(C(O)=[O:47])=CC=1.C(C1CC(=O)OC1=O)=CCCCCCCCCCC.[N-]=C=O.[N-]=C=O.C1(CC2C=CC=CC=2)C=CC=CC=1, predict the reaction product. (4) Given the reactants C(OC(N1CCC2C3C=CC=CC=3NC=2CC1)=O)(C)(C)C.[CH3:22][N:23]([CH3:48])[C:24](=[O:47])[CH2:25][N:26]1[C:34]2[CH:33]=[CH:32][CH:31]=[CH:30][C:29]=2[C:28]2[CH2:35][CH2:36][N:37]([C:40]([O:42][C:43]([CH3:46])([CH3:45])[CH3:44])=[O:41])[CH2:38][CH2:39][C:27]1=2.[H-].[Na+].ClCC(N(C)C)=O.CCOC(C)=O, predict the reaction product. The product is: [CH3:48][N:23]([CH3:22])[C:24](=[O:47])[CH2:25][N:26]1[C:34]2[CH:33]=[CH:32][CH:31]=[CH:30][C:29]=2[C:28]2[CH2:35][CH2:36][N:37]([C:40]([O:42][C:43]([CH3:44])([CH3:45])[CH3:46])=[O:41])[CH2:38][CH2:39][C:27]1=2. (5) Given the reactants [NH:1]1[C:5]([C:6]([OH:8])=O)=[CH:4][N:3]=[N:2]1.CN(C(ON1N=NC2C=CC=NC1=2)=[N+](C)C)C.F[P-](F)(F)(F)(F)F.C([O:35][C:36](=[O:60])[C@H:37]([C:56]([NH2:59])([CH3:58])[CH3:57])[CH2:38][C@H:39]([NH2:55])[CH2:40][C:41]1[CH:46]=[CH:45][C:44]([C:47]2[CH:52]=[C:51]([Cl:53])[CH:50]=[CH:49][C:48]=2[F:54])=[CH:43][CH:42]=1)C.CCN(C(C)C)C(C)C.[Li+].[OH-], predict the reaction product. The product is: [NH2:59][C:56]([C@H:37]([CH2:38][C@H:39]([NH:55][C:6]([C:5]1[NH:1][N:2]=[N:3][CH:4]=1)=[O:8])[CH2:40][C:41]1[CH:46]=[CH:45][C:44]([C:47]2[CH:52]=[C:51]([Cl:53])[CH:50]=[CH:49][C:48]=2[F:54])=[CH:43][CH:42]=1)[C:36]([OH:60])=[O:35])([CH3:58])[CH3:57]. (6) Given the reactants [CH2:1]1[C:9]2[CH:8]=[CH:7][CH:6]=[C:5]([OH:10])[C:4]=2[CH2:3][CH2:2]1.[CH3:11][O:12][C:13](=[O:16])[CH2:14]Br, predict the reaction product. The product is: [CH3:11][O:12][C:13](=[O:16])[CH2:14][O:10][C:5]1[CH:6]=[CH:7][CH:8]=[C:9]2[C:4]=1[CH2:3][CH2:2][CH2:1]2. (7) Given the reactants [Br:1][C:2]1[S:10][C:9]2[C:8]([C:11]#[N:12])=[CH:7][N:6]=[C:5]([N:13]([CH3:27])[C@H:14]3[CH2:19][CH2:18][CH2:17][N:16]([C:20]([O:22][C:23]([CH3:26])([CH3:25])[CH3:24])=[O:21])[CH2:15]3)[C:4]=2[CH:3]=1.[OH-:28].[K+], predict the reaction product. The product is: [NH2:12][C:11]([C:8]1[C:9]2[S:10][C:2]([Br:1])=[CH:3][C:4]=2[C:5]([N:13]([CH3:27])[C@H:14]2[CH2:19][CH2:18][CH2:17][N:16]([C:20]([O:22][C:23]([CH3:24])([CH3:26])[CH3:25])=[O:21])[CH2:15]2)=[N:6][CH:7]=1)=[O:28]. (8) The product is: [F:20][C:3]([F:2])([F:19])[C:4]([N:6]1[CH2:12][CH2:11][C:10]2[CH:13]=[CH:14][C:15]([CH2:17][NH:18][C:29](=[O:30])[O:31][CH2:32][CH2:35][CH2:38][CH3:39])=[CH:16][C:9]=2[CH2:8][CH2:7]1)=[O:5]. Given the reactants Cl.[F:2][C:3]([F:20])([F:19])[C:4]([N:6]1[CH2:12][CH2:11][C:10]2[CH:13]=[CH:14][C:15]([CH2:17][NH2:18])=[CH:16][C:9]=2[CH2:8][CH2:7]1)=[O:5].[CH3:35][C:32]([O:31][C:29](O[C:29]([O:31][C:32]([CH3:35])(C)C)=[O:30])=[O:30])(C)C.[OH-].[Na+].[CH3:38][CH2:39]CCCC, predict the reaction product. (9) Given the reactants Br[C:2]1[N:7]=[CH:6][C:5]([C:8]([N:10]2[CH2:15][CH2:14][N:13]([C:16]3[CH:21]=[CH:20][C:19]([CH:22]4[CH2:24][CH2:23]4)=[CH:18][C:17]=3[CH3:25])[CH2:12][CH2:11]2)=[O:9])=[CH:4][CH:3]=1.[O:26]1[CH2:30][CH2:29][NH:28][C:27]1=[O:31], predict the reaction product. The product is: [CH:22]1([C:19]2[CH:20]=[CH:21][C:16]([N:13]3[CH2:14][CH2:15][N:10]([C:8]([C:5]4[CH:4]=[CH:3][C:2]([N:28]5[CH2:29][CH2:30][O:26][C:27]5=[O:31])=[N:7][CH:6]=4)=[O:9])[CH2:11][CH2:12]3)=[C:17]([CH3:25])[CH:18]=2)[CH2:24][CH2:23]1.